This data is from Full USPTO retrosynthesis dataset with 1.9M reactions from patents (1976-2016). The task is: Predict the reactants needed to synthesize the given product. (1) Given the product [Br:1][C:2]1[CH:7]=[CH:6][C:5]([CH:19]=[O:20])=[C:4]([O:9][C:10]([F:13])([F:12])[F:11])[CH:3]=1, predict the reactants needed to synthesize it. The reactants are: [Br:1][C:2]1[CH:7]=[CH:6][C:5](I)=[C:4]([O:9][C:10]([F:13])([F:12])[F:11])[CH:3]=1.C([Li])CCC.[CH:19](N1CCOCC1)=[O:20].C(O)(C)C. (2) Given the product [F:33][C:30]1[CH:31]=[C:32]([N:11]2[C:10](=[O:25])[C:9]([CH2:8][C:5]3[CH:6]=[CH:7][C:2]([F:1])=[CH:3][CH:4]=3)=[C:14]([C:15]3[CH:20]=[CH:19][C:18]([S:21]([CH3:24])(=[O:23])=[O:22])=[CH:17][CH:16]=3)[CH:13]=[N:12]2)[CH:27]=[CH:28][C:29]=1[F:34], predict the reactants needed to synthesize it. The reactants are: [F:1][C:2]1[CH:7]=[CH:6][C:5]([CH2:8][C:9]2[C:10](=[O:25])[NH:11][N:12]=[CH:13][C:14]=2[C:15]2[CH:20]=[CH:19][C:18]([S:21]([CH3:24])(=[O:23])=[O:22])=[CH:17][CH:16]=2)=[CH:4][CH:3]=1.Br[C:27]1[CH:32]=[CH:31][C:30]([F:33])=[C:29]([F:34])[CH:28]=1.N. (3) Given the product [F:32][C:29]1[CH:30]=[CH:31][C:6]2=[C:7]([CH:28]=1)[O:8][CH2:9][C:10]1[CH:15]=[C:14]([CH2:16][C:17]3[C:18](=[O:20])[NH:37][C:34]([CH3:35])=[N:36][C:23]=3[CH2:24][CH2:25][CH3:26])[CH:13]=[CH:12][C:11]=1/[C:5]/2=[C:3](/[CH3:4])\[C:1]#[N:2], predict the reactants needed to synthesize it. The reactants are: [C:1](/[C:3](=[C:5]1/[C:6]2[CH:31]=[CH:30][C:29]([F:32])=[CH:28][C:7]=2[O:8][CH2:9][C:10]2[CH:15]=[C:14]([CH2:16][CH:17]([C:23](=O)[CH2:24][CH2:25][CH3:26])[C:18]([O:20]CC)=O)[CH:13]=[CH:12][C:11]/1=2)/[CH3:4])#[N:2].Cl.[C:34](=[NH:37])([NH2:36])[CH3:35].CO.C[O-].[Na+].